Dataset: Full USPTO retrosynthesis dataset with 1.9M reactions from patents (1976-2016). Task: Predict the reactants needed to synthesize the given product. (1) Given the product [CH2:23]([N:11]1[CH2:12][C:34]2[C:31](=[O:33])[C:32]3[CH:16]=[CH:17][CH:18]=[CH:19][C:20]=3[NH:21][C:22]=2[CH:10]1[C:8]1[CH:7]=[CH:6][C:5]2[O:1][CH2:2][CH2:3][C:4]=2[CH:9]=1)[C:24]1[CH:25]=[CH:26][CH:27]=[CH:28][CH:29]=1, predict the reactants needed to synthesize it. The reactants are: [O:1]1[C:5]2[CH:6]=[CH:7][C:8]([CH:10]3[C:22]4[NH:21][C:20]5C(=[CH:16][CH:17]=[CH:18][CH:19]=5)C=4C[CH2:12][N:11]3[CH2:23][C:24]3[CH:29]=[CH:28][CH:27]=[CH:26][CH:25]=3)=[CH:9][C:4]=2[CH2:3][CH2:2]1.C[C:31]([CH3:34])([O-:33])[CH3:32].[K+].O=O. (2) Given the product [CH2:1]([O:4][C:5](=[O:35])[C:6]1[CH:11]=[CH:10][C:9]([N:12]([C:25]([O:27][C:28]([CH3:29])([CH3:31])[CH3:30])=[O:26])[CH2:13][C:14]2[CH:19]=[CH:18][C:17]([O:20][C:21]([F:23])([F:22])[F:24])=[CH:16][CH:15]=2)=[CH:8][C:7]=1[NH2:41])[CH:2]=[CH2:3], predict the reactants needed to synthesize it. The reactants are: [CH2:1]([O:4][C:5](=[O:35])[C:6]1[CH:11]=[CH:10][C:9]([N:12]([C:25]([O:27][C:28]([CH3:31])([CH3:30])[CH3:29])=[O:26])[CH2:13][C:14]2[CH:19]=[CH:18][C:17]([O:20][C:21]([F:24])([F:23])[F:22])=[CH:16][CH:15]=2)=[C:8]([N+]([O-])=O)[CH:7]=1)[CH:2]=[CH2:3].Cl[Sn]Cl.O.C[N:41](C=O)C. (3) The reactants are: [F:1][C:2]1[CH:13]=[CH:12][C:5]2[NH:6][C:7]([C:9]([OH:11])=[O:10])=[N:8][C:4]=2[CH:3]=1.[C:14](Cl)(=O)[C:15](Cl)=O.[NH2:20][CH2:21][C:22]([C:25]1[CH:30]=[CH:29][C:28]([NH:31][C:32](=[O:43])[C:33]2[CH:38]=[CH:37][C:36]([O:39][CH3:40])=[C:35]([O:41][CH3:42])[CH:34]=2)=[CH:27][CH:26]=1)([CH3:24])[CH3:23]. Given the product [CH3:14][CH2:15][O:11][CH2:9][CH3:7].[O:39]([CH:13]([CH3:12])[CH3:2])[CH:36]([CH3:37])[CH3:35].[CH3:42][O:41][C:35]1[CH:34]=[C:33]([CH:38]=[CH:37][C:36]=1[O:39][CH3:40])[C:32]([NH:31][C:28]1[CH:27]=[CH:26][C:25]([C:22]([CH3:24])([CH3:23])[CH2:21][NH:20][C:9]([C:7]2[NH:8][C:4]3[CH:3]=[C:2]([F:1])[CH:13]=[CH:12][C:5]=3[N:6]=2)=[O:10])=[CH:30][CH:29]=1)=[O:43], predict the reactants needed to synthesize it. (4) Given the product [CH2:3]([N:10]1[C:14]2[N:15]=[C:16]([Cl:24])[CH:17]=[C:18]([C:19]([OH:21])=[O:20])[C:13]=2[CH:12]=[N:11]1)[C:4]1[CH:5]=[CH:6][CH:7]=[CH:8][CH:9]=1, predict the reactants needed to synthesize it. The reactants are: [OH-].[Na+].[CH2:3]([N:10]1[C:14]2[N:15]=[C:16]([Cl:24])[CH:17]=[C:18]([C:19]([O:21]CC)=[O:20])[C:13]=2[CH:12]=[N:11]1)[C:4]1[CH:9]=[CH:8][CH:7]=[CH:6][CH:5]=1.C([O-])(O)=O.[Na+].